Dataset: Forward reaction prediction with 1.9M reactions from USPTO patents (1976-2016). Task: Predict the product of the given reaction. (1) Given the reactants [CH3:1][O:2][C:3]([C:5]1[CH:10]=[CH:9][N:8]2[C:11](Br)=[CH:12][N:13]=[C:7]2[C:6]=1[F:15])=[O:4].[F:16][C:17]1[CH:18]=[C:19]([C:38]#[N:39])[C:20]([C:23]2[CH:28]=[C:27](B3OCC(C)(C)CO3)[CH:26]=[CH:25][C:24]=2[F:37])=[CH:21][CH:22]=1, predict the reaction product. The product is: [CH3:1][O:2][C:3]([C:5]1[CH:10]=[CH:9][N:8]2[C:11]([C:27]3[CH:26]=[CH:25][C:24]([F:37])=[C:23]([C:20]4[CH:21]=[CH:22][C:17]([F:16])=[CH:18][C:19]=4[C:38]#[N:39])[CH:28]=3)=[CH:12][N:13]=[C:7]2[C:6]=1[F:15])=[O:4]. (2) The product is: [I:1][C:2]1[CH:3]=[CH:4][C:5]2[N:9]([C:25]([O:27][C:28]([CH3:29])([CH3:30])[CH3:31])=[O:26])[C:8](=[O:10])[NH:7][C:6]=2[CH:16]=1. Given the reactants [I:1][C:2]1[CH:3]=[CH:4][C:5]2[NH:9][C:8](=[O:10])[N:7](C(OCC)=O)[C:6]=2[CH:16]=1.[CH3:29][C:28]([O:27][C:25](O[C:25]([O:27][C:28]([CH3:31])([CH3:30])[CH3:29])=[O:26])=[O:26])([CH3:31])[CH3:30].C(N)(C)C, predict the reaction product. (3) Given the reactants C([Si]([O:8][C:9]1[CH:14]=[C:13]([O:15][Si](C(C)(C)C)(C)C)[CH:12]=[CH:11][C:10]=1[CH:23]1[CH2:28][CH2:27][C:26](=[CH2:29])[CH2:25][CH2:24]1)(C)C)(C)(C)C.[F-].C([N+](CCCC)(CCCC)CCCC)CCC, predict the reaction product. The product is: [CH2:29]=[C:26]1[CH2:27][CH2:28][CH:23]([C:10]2[CH:11]=[CH:12][C:13]([OH:15])=[CH:14][C:9]=2[OH:8])[CH2:24][CH2:25]1. (4) Given the reactants C(OC([N:8]([CH2:39][CH2:40][C:41]1[CH:46]=[CH:45][CH:44]=[CH:43][N:42]=1)[C:9]1[CH:38]=[CH:37][C:12]([NH:13][C:14]([C:16]2[CH:21]=[CH:20][CH:19]=[CH:18][C:17]=2[C:22]2[CH:27]=[CH:26][C:25]([O:28][CH2:29][C:30]([NH:32][S:33]([CH3:36])(=[O:35])=[O:34])=[O:31])=[CH:24][CH:23]=2)=[O:15])=[CH:11][CH:10]=1)=O)(C)(C)C, predict the reaction product. The product is: [CH3:36][S:33]([NH:32][C:30](=[O:31])[CH2:29][O:28][C:25]1[CH:26]=[CH:27][C:22]([C:17]2[C:16]([C:14]([NH:13][C:12]3[CH:37]=[CH:38][C:9]([NH:8][CH2:39][CH2:40][C:41]4[CH:46]=[CH:45][CH:44]=[CH:43][N:42]=4)=[CH:10][CH:11]=3)=[O:15])=[CH:21][CH:20]=[CH:19][CH:18]=2)=[CH:23][CH:24]=1)(=[O:34])=[O:35].